Task: Predict the product of the given reaction.. Dataset: Forward reaction prediction with 1.9M reactions from USPTO patents (1976-2016) Given the reactants [CH2:1]([C:3]1[N:11]2[C:6]([CH:7]=[CH:8][CH:9]=[CH:10]2)=[CH:5][C:4]=1[C:12]1[CH:17]=[CH:16][C:15]([O:18]C)=[CH:14][CH:13]=1)[CH3:2].Br, predict the reaction product. The product is: [CH2:1]([C:3]1[N:11]2[C:6]([CH:7]=[CH:8][CH:9]=[CH:10]2)=[CH:5][C:4]=1[C:12]1[CH:13]=[CH:14][C:15]([OH:18])=[CH:16][CH:17]=1)[CH3:2].